From a dataset of Full USPTO retrosynthesis dataset with 1.9M reactions from patents (1976-2016). Predict the reactants needed to synthesize the given product. (1) The reactants are: [CH3:1][O:2][C:3]1[CH:12]=[C:11]2[C:6]([CH:7]=[C:8]([C:13]([OH:15])=O)[N:9]=[CH:10]2)=[CH:5][CH:4]=1.[NH:16]1[CH:20]=[CH:19][N:18]=[C:17]1[NH:21][C:22]([C:24]1[C:32]2[NH:31][C:30]([NH2:33])=[N:29][C:28]=2[CH:27]=[CH:26][CH:25]=1)=[O:23].CN(C(ON1N=NC2C=CC=CC1=2)=[N+](C)C)C.F[P-](F)(F)(F)(F)F.CCN(C(C)C)C(C)C. Given the product [NH:18]1[CH:19]=[CH:20][N:16]=[C:17]1[NH:21][C:22]([C:24]1[C:32]2[N:31]=[C:30]([NH:33][C:13]([C:8]3[N:9]=[CH:10][C:11]4[C:6]([CH:7]=3)=[CH:5][CH:4]=[C:3]([O:2][CH3:1])[CH:12]=4)=[O:15])[NH:29][C:28]=2[CH:27]=[CH:26][CH:25]=1)=[O:23], predict the reactants needed to synthesize it. (2) Given the product [C:1]([NH:5][C:6]([C:8]1[C:16]2[C:11](=[N:12][CH:13]=[C:14]([NH:17][C:18]3[S:22][N:21]=[C:20]([CH3:23])[N:19]=3)[N:15]=2)[NH:10][CH:9]=1)=[O:7])([CH3:4])([CH3:3])[CH3:2], predict the reactants needed to synthesize it. The reactants are: [C:1]([NH:5][C:6]([C:8]1[C:16]2[C:11](=[N:12][CH:13]=[C:14]([NH:17][C:18]3[S:22][N:21]=[C:20]([CH3:23])[N:19]=3)[N:15]=2)[N:10](COCC[Si](C)(C)C)[CH:9]=1)=[O:7])([CH3:4])([CH3:3])[CH3:2].FC(F)(F)C(O)=O. (3) Given the product [F:1][C:2]1[CH:25]=[CH:24][C:5]([CH2:6][N:7]2[C:11]3=[N:12][C:13]([C:16]4[CH:23]=[CH:22][C:19]([CH2:20][OH:21])=[CH:18][CH:17]=4)=[CH:14][CH:15]=[C:10]3[N:9]=[N:8]2)=[CH:4][CH:3]=1, predict the reactants needed to synthesize it. The reactants are: [F:1][C:2]1[CH:25]=[CH:24][C:5]([CH2:6][N:7]2[C:11]3=[N:12][C:13]([C:16]4[CH:23]=[CH:22][C:19]([CH:20]=[O:21])=[CH:18][CH:17]=4)=[CH:14][CH:15]=[C:10]3[N:9]=[N:8]2)=[CH:4][CH:3]=1.[BH4-].[Na+]. (4) The reactants are: Br[C:2]1[CH:3]=[C:4]([OH:21])[C:5]([C:12]([NH:14][CH2:15][C:16]([O:18]CC)=[O:17])=[O:13])=[C:6]2[C:11]=1[N:10]=[CH:9][CH:8]=[N:7]2.C([Sn](CCCC)(CCCC)[C:27]1[S:31][CH:30]=[N:29][CH:28]=1)CCC.[OH-].[Na+]. Given the product [OH:21][C:4]1[C:5]([C:12]([NH:14][CH2:15][C:16]([OH:18])=[O:17])=[O:13])=[C:6]2[C:11](=[C:2]([C:27]3[S:31][CH:30]=[N:29][CH:28]=3)[CH:3]=1)[N:10]=[CH:9][CH:8]=[N:7]2, predict the reactants needed to synthesize it. (5) Given the product [C:23]([C:25]1[CH:26]=[C:27]([C:28]2[O:1][N:2]=[C:3]([C:4]3[CH:5]=[CH:6][C:7]4[O:13][CH2:12][CH2:11][N:10]([C:14]([O:16][C:17]([CH3:18])([CH3:19])[CH3:20])=[O:15])[CH2:9][C:8]=4[CH:21]=3)[N:22]=2)[CH:31]=[CH:32][C:33]=1[O:34][CH:35]([CH3:36])[CH3:37])#[N:24], predict the reactants needed to synthesize it. The reactants are: [OH:1][NH:2][C:3](=[NH:22])[C:4]1[CH:5]=[CH:6][C:7]2[O:13][CH2:12][CH2:11][N:10]([C:14]([O:16][C:17]([CH3:20])([CH3:19])[CH3:18])=[O:15])[CH2:9][C:8]=2[CH:21]=1.[C:23]([C:25]1[CH:26]=[C:27]([CH:31]=[CH:32][C:33]=1[O:34][CH:35]([CH3:37])[CH3:36])[C:28](O)=O)#[N:24].C(Cl)CCl.C1C=CC2N(O)N=NC=2C=1.